From a dataset of Full USPTO retrosynthesis dataset with 1.9M reactions from patents (1976-2016). Predict the reactants needed to synthesize the given product. (1) Given the product [CH2:1]([NH:8][C:9]([C:11]1[S:15][C:14]([C:16]2[CH:21]=[N:20][CH:19]=[C:18](/[CH:39]=[CH:38]/[C:35]3[CH:34]=[CH:33][C:32]([C:31]([F:30])([F:43])[F:44])=[CH:37][CH:36]=3)[N:17]=2)=[N:13][C:12]=1[CH3:23])=[O:10])[C:2]1[CH:7]=[CH:6][CH:5]=[CH:4][CH:3]=1, predict the reactants needed to synthesize it. The reactants are: [CH2:1]([NH:8][C:9]([C:11]1[S:15][C:14]([C:16]2[CH:21]=[N:20][CH:19]=[C:18](I)[N:17]=2)=[N:13][C:12]=1[CH3:23])=[O:10])[C:2]1[CH:7]=[CH:6][CH:5]=[CH:4][CH:3]=1.C([O-])([O-])=O.[Na+].[Na+].[F:30][C:31]([F:44])([F:43])[C:32]1[CH:37]=[CH:36][C:35](/[CH:38]=[CH:39]/B(O)O)=[CH:34][CH:33]=1.O. (2) The reactants are: Br[C:2]1[CH:7]=[CH:6][C:5]([C:8]#[C:9][C:10]([CH3:19])([O:12][CH:13]2[CH2:18][CH2:17][CH2:16][CH2:15][O:14]2)[CH3:11])=[CH:4][N:3]=1.C([Li])CCC.CCCCCC.Br[C:32]1[N:33]=[C:34]([CH:37]([C:39]2[CH:51]=[CH:50][C:42]3[N:43]([CH2:47][O:48][CH3:49])[C:44](=[O:46])[S:45][C:41]=3[CH:40]=2)[CH3:38])[S:35][CH:36]=1. Given the product [CH3:49][O:48][CH2:47][N:43]1[C:42]2[CH:50]=[CH:51][C:39]([CH:37]([C:34]3[S:35][CH:36]=[C:32]([C:2]4[CH:7]=[CH:6][C:5]([C:8]#[C:9][C:10]([CH3:19])([O:12][CH:13]5[CH2:18][CH2:17][CH2:16][CH2:15][O:14]5)[CH3:11])=[CH:4][N:3]=4)[N:33]=3)[CH3:38])=[CH:40][C:41]=2[S:45][C:44]1=[O:46], predict the reactants needed to synthesize it. (3) Given the product [CH3:46][C@H:41]1[NH:42][C@@H:43]([CH3:45])[CH2:44][N:39]([C:36]2[CH:35]=[CH:34][C:33]([NH:32][C:29]3[N:28]=[CH:27][C:26](/[CH:13]=[CH:12]/[C:11]4[CH:10]=[C:5]([CH:4]=[C:3]([O:23][CH3:24])[C:2]=4[F:1])[C:6]([O:8][CH3:9])=[O:7])=[CH:31][N:30]=3)=[CH:38][CH:37]=2)[CH2:40]1, predict the reactants needed to synthesize it. The reactants are: [F:1][C:2]1[C:11](/[CH:12]=[CH:13]/B2OC(C)(C)C(C)(C)O2)=[CH:10][C:5]([C:6]([O:8][CH3:9])=[O:7])=[CH:4][C:3]=1[O:23][CH3:24].Br[C:26]1[CH:27]=[N:28][C:29]([NH:32][C:33]2[CH:38]=[CH:37][C:36]([N:39]3[CH2:44][C@H:43]([CH3:45])[NH:42][C@H:41]([CH3:46])[CH2:40]3)=[CH:35][CH:34]=2)=[N:30][CH:31]=1.C([O-])([O-])=O.[Na+].[Na+].